This data is from Catalyst prediction with 721,799 reactions and 888 catalyst types from USPTO. The task is: Predict which catalyst facilitates the given reaction. (1) Reactant: Cl[C:2]1[CH:7]=[C:6]([O:8][C:9]2[CH:10]=[CH:11][C:12]([NH2:15])=[N:13][CH:14]=2)[CH:5]=[CH:4][N:3]=1.C([O-])([O-])=O.[K+].[K+].[CH3:22][C:23]1[CH:28]=[C:27](B2OC(C)(C)C(C)(C)O2)[CH:26]=[CH:25][N:24]=1. Product: [CH3:22][C:23]1[CH:28]=[C:27]([C:2]2[CH:7]=[C:6]([O:8][C:9]3[CH:10]=[CH:11][C:12]([NH2:15])=[N:13][CH:14]=3)[CH:5]=[CH:4][N:3]=2)[CH:26]=[CH:25][N:24]=1. The catalyst class is: 667. (2) Reactant: [CH:1]([C:3]1[CH:21]=[CH:20][C:6]([CH2:7][N:8]2[CH2:13][CH2:12][N:11]([CH2:14][C:15](OCC)=[O:16])[CH2:10][CH2:9]2)=[CH:5][CH:4]=1)=[CH2:2].[NH2:22][NH2:23]. Product: [CH2:1]([C:3]1[CH:21]=[CH:20][C:6]([CH2:7][N:8]2[CH2:13][CH2:12][N:11]([CH2:14][C:15]([NH:22][NH2:23])=[O:16])[CH2:10][CH2:9]2)=[CH:5][CH:4]=1)[CH3:2]. The catalyst class is: 8.